This data is from Forward reaction prediction with 1.9M reactions from USPTO patents (1976-2016). The task is: Predict the product of the given reaction. (1) Given the reactants [C:1]([O:5][C:6](=[O:22])[NH:7][C:8]1[CH:13]=[C:12]([O:14][CH2:15][CH3:16])[C:11]([C:17]([F:20])([F:19])[F:18])=[CH:10][C:9]=1[NH2:21])([CH3:4])([CH3:3])[CH3:2].C([O:27][C:28](=O)[CH2:29][C:30]([C:32]1[CH:37]=[CH:36][CH:35]=[C:34]([C:38]2[CH:43]=[CH:42][N:41]=[C:40]([CH2:44][CH3:45])[CH:39]=2)[CH:33]=1)=[O:31])(C)(C)C, predict the reaction product. The product is: [C:1]([O:5][C:6](=[O:22])[NH:7][C:8]1[CH:13]=[C:12]([O:14][CH2:15][CH3:16])[C:11]([C:17]([F:20])([F:19])[F:18])=[CH:10][C:9]=1[NH:21][C:28](=[O:27])[CH2:29][C:30]([C:32]1[CH:37]=[CH:36][CH:35]=[C:34]([C:38]2[CH:43]=[CH:42][N:41]=[C:40]([CH2:44][CH3:45])[CH:39]=2)[CH:33]=1)=[O:31])([CH3:2])([CH3:3])[CH3:4]. (2) Given the reactants [C:1]([C:3]1[CH:4]=[C:5]([N:10]([CH2:15][C:16]2[CH:21]=[CH:20][CH:19]=[C:18](B3OC(C)(C)C(C)(C)O3)[CH:17]=2)[C:11](=[O:14])[CH2:12][CH3:13])[CH:6]=[C:7]([F:9])[CH:8]=1)#[N:2].OO.[O-:33]S([O-])(=S)=O.[Na+].[Na+], predict the reaction product. The product is: [C:1]([C:3]1[CH:4]=[C:5]([N:10]([CH2:15][C:16]2[CH:21]=[CH:20][CH:19]=[C:18]([OH:33])[CH:17]=2)[C:11](=[O:14])[CH2:12][CH3:13])[CH:6]=[C:7]([F:9])[CH:8]=1)#[N:2].